This data is from Forward reaction prediction with 1.9M reactions from USPTO patents (1976-2016). The task is: Predict the product of the given reaction. (1) The product is: [CH:16]([O:15][C:11]1[CH:12]=[CH:13][CH:14]=[C:9]2[C:10]=1[C:19](=[N:45][NH:44][C:43]1[CH:38]=[CH:39][C:40]([S:46]([NH2:49])(=[O:47])=[O:48])=[CH:41][CH:42]=1)[C:6](=[O:7])[NH:8]2)([CH3:17])[CH3:18]. Given the reactants C(O[C:6]([NH:8][C:9]1[CH:14]=[CH:13][CH:12]=[C:11]([O:15][CH:16]([CH3:18])[CH3:17])[CH:10]=1)=[O:7])(C)(C)C.[C:19]([Li])(C)(C)C.C(OCC)(=O)C(OCC)=O.Cl.CCO.[CH:38]1[C:43]([NH:44][NH2:45])=[CH:42][CH:41]=[C:40]([S:46]([NH2:49])(=[O:48])=[O:47])[CH:39]=1.Cl, predict the reaction product. (2) Given the reactants [CH3:1][CH:2]([CH2:6][CH2:7][CH:8]=[C:9]([CH3:11])[CH3:10])[CH2:3][CH:4]=O.[C:12](O)(=O)C.[CH:16]([NH2:18])=[NH:17], predict the reaction product. The product is: [CH3:1][CH:2]([C:3]1[CH:12]=[N:17][CH:16]=[N:18][CH:4]=1)[CH2:6][CH2:7][CH:8]=[C:9]([CH3:11])[CH3:10]. (3) Given the reactants [O:1]1[C:5]2[CH:6]=[CH:7][CH:8]=[CH:9][C:4]=2[N:3]=[C:2]1[C:10]1[CH:15]=[CH:14][C:13]([CH2:16][C:17]#[N:18])=[C:12]([O:19][CH3:20])[CH:11]=1.C[Si]([N-][Si](C)(C)C)(C)C.[Na+].Br[CH2:32][CH2:33][CH2:34][CH2:35]Br, predict the reaction product. The product is: [O:1]1[C:5]2[CH:6]=[CH:7][CH:8]=[CH:9][C:4]=2[N:3]=[C:2]1[C:10]1[CH:15]=[CH:14][C:13]([C:16]2([C:17]#[N:18])[CH2:35][CH2:34][CH2:33][CH2:32]2)=[C:12]([O:19][CH3:20])[CH:11]=1. (4) Given the reactants C([Li])CCC.[CH2:6]([C:14]1[CH:18]=[CH:17][S:16][C:15]=1[C:19]1[S:20][C:21]([C:24]2[S:25][CH:26]=[CH:27][C:28]=2[CH2:29][CH2:30][CH2:31][CH2:32][CH2:33][CH2:34][CH2:35][CH3:36])=[CH:22][CH:23]=1)[CH2:7][CH2:8][CH2:9][CH2:10][CH2:11][CH2:12][CH3:13].[CH2:37]([Sn:41](Cl)([CH2:46][CH2:47][CH2:48][CH3:49])[CH2:42][CH2:43][CH2:44][CH3:45])[CH2:38][CH2:39][CH3:40].[F-].[Na+], predict the reaction product. The product is: [CH2:46]([Sn:41]([CH2:37][CH2:38][CH2:39][CH3:40])([CH2:42][CH2:43][CH2:44][CH3:45])[C:17]1[S:16][C:15]([C:19]2[S:20][C:21]([C:24]3[S:25][CH:26]=[CH:27][C:28]=3[CH2:29][CH2:30][CH2:31][CH2:32][CH2:33][CH2:34][CH2:35][CH3:36])=[CH:22][CH:23]=2)=[C:14]([CH2:6][CH2:7][CH2:8][CH2:9][CH2:10][CH2:11][CH2:12][CH3:13])[CH:18]=1)[CH2:47][CH2:48][CH3:49].